From a dataset of Full USPTO retrosynthesis dataset with 1.9M reactions from patents (1976-2016). Predict the reactants needed to synthesize the given product. Given the product [Cl:26][C:27]1[N:28]=[CH:29][C:30]([CH2:33][N:22]2[C:23]([CH3:25])=[CH:24][C:20]([C:18]3[O:17][N:16]=[C:15]([C:12]4[CH:13]=[CH:14][C:9]([CH2:8][N:4]([CH:1]([CH3:2])[CH3:3])[CH:5]([CH3:7])[CH3:6])=[CH:10][CH:11]=4)[N:19]=3)=[N:21]2)=[CH:31][CH:32]=1, predict the reactants needed to synthesize it. The reactants are: [CH:1]([N:4]([CH2:8][C:9]1[CH:14]=[CH:13][C:12]([C:15]2[N:19]=[C:18]([C:20]3[CH:24]=[C:23]([CH3:25])[NH:22][N:21]=3)[O:17][N:16]=2)=[CH:11][CH:10]=1)[CH:5]([CH3:7])[CH3:6])([CH3:3])[CH3:2].[Cl:26][C:27]1[CH:32]=[CH:31][C:30]([CH2:33]Cl)=[CH:29][N:28]=1.CC([O-])(C)C.[K+].C(OCC)(=O)C.